Task: Regression. Given two drug SMILES strings and cell line genomic features, predict the synergy score measuring deviation from expected non-interaction effect.. Dataset: NCI-60 drug combinations with 297,098 pairs across 59 cell lines Drug 1: C1=CN(C(=O)N=C1N)C2C(C(C(O2)CO)O)O.Cl. Drug 2: CN(CCCl)CCCl.Cl. Cell line: SF-539. Synergy scores: CSS=25.1, Synergy_ZIP=-9.52, Synergy_Bliss=2.90, Synergy_Loewe=0.917, Synergy_HSA=3.99.